From a dataset of Full USPTO retrosynthesis dataset with 1.9M reactions from patents (1976-2016). Predict the reactants needed to synthesize the given product. (1) Given the product [Cl:23][C:24]1[CH:25]=[CH:26][C:27]([O:48][CH2:49][CH:50]([CH3:52])[CH3:51])=[C:28]([CH2:30][C:31]2[O:35][C:34]([C:36]3[NH:40][C:39]4[CH:41]=[CH:42][C:43]([CH2:45][CH:46]=[O:47])=[CH:44][C:38]=4[N:37]=3)=[CH:33][CH:32]=2)[CH:29]=1, predict the reactants needed to synthesize it. The reactants are: CC(OI1(OC(C)=O)(OC(C)=O)OC(=O)C2C=CC=CC1=2)=O.[Cl:23][C:24]1[CH:25]=[CH:26][C:27]([O:48][CH2:49][CH:50]([CH3:52])[CH3:51])=[C:28]([CH2:30][C:31]2[O:35][C:34]([C:36]3[NH:40][C:39]4[CH:41]=[CH:42][C:43]([CH2:45][CH2:46][OH:47])=[CH:44][C:38]=4[N:37]=3)=[CH:33][CH:32]=2)[CH:29]=1. (2) Given the product [CH2:1]([C@@:5]1([CH2:31][CH3:32])[NH:11][C@H:10]([C:12]2[CH:13]=[CH:14][CH:15]=[CH:16][CH:17]=2)[C:9]2[CH:18]=[C:19]([O:27][CH3:28])[C:20]([CH2:22][CH2:23][C:24]([NH:37][CH2:38][CH2:39][S:40]([OH:43])(=[O:42])=[O:41])=[O:25])=[CH:21][C:8]=2[S:7](=[O:29])(=[O:30])[CH2:6]1)[CH2:2][CH2:3][CH3:4], predict the reactants needed to synthesize it. The reactants are: [CH2:1]([C@@:5]1([CH2:31][CH3:32])[NH:11][C@H:10]([C:12]2[CH:17]=[CH:16][CH:15]=[CH:14][CH:13]=2)[C:9]2[CH:18]=[C:19]([O:27][CH3:28])[C:20]([CH2:22][CH2:23][C:24](O)=[O:25])=[CH:21][C:8]=2[S:7](=[O:30])(=[O:29])[CH2:6]1)[CH2:2][CH2:3][CH3:4].C(Cl)CCl.[NH2:37][CH2:38][CH2:39][S:40]([OH:43])(=[O:42])=[O:41]. (3) The reactants are: [Br:1][C:2]1[CH:3]=[CH:4][C:5]2[N:6]([C:8]([C:11]([F:20])([F:19])[C:12]3[N:17]=[N:16][C:15]([NH2:18])=[CH:14][CH:13]=3)=[N:9][N:10]=2)[CH:7]=1.Br[CH2:22][C:23](=O)[C:24]([O:26][CH3:27])=[O:25].C([O-])(O)=O.[Na+]. Given the product [Br:1][C:2]1[CH:3]=[CH:4][C:5]2[N:6]([C:8]([C:11]([F:20])([F:19])[C:12]3[CH:13]=[CH:14][C:15]4[N:16]([CH:22]=[C:23]([C:24]([O:26][CH3:27])=[O:25])[N:18]=4)[N:17]=3)=[N:9][N:10]=2)[CH:7]=1, predict the reactants needed to synthesize it. (4) The reactants are: [Cl:1][C:2]1[CH:7]=[C:6](F)[CH:5]=[CH:4][C:3]=1[S:9]([C:12]1[CH:17]=[CH:16][C:15]([C:18]([OH:24])([CH3:23])[C:19]([F:22])([F:21])[F:20])=[CH:14][CH:13]=1)(=[O:11])=[O:10].[NH:25]1[CH2:29][CH2:28][CH2:27][CH2:26]1. Given the product [Cl:1][C:2]1[CH:7]=[C:6]([N:25]2[CH2:29][CH2:28][CH2:27][CH2:26]2)[CH:5]=[CH:4][C:3]=1[S:9]([C:12]1[CH:17]=[CH:16][C:15]([C:18]([OH:24])([CH3:23])[C:19]([F:22])([F:21])[F:20])=[CH:14][CH:13]=1)(=[O:11])=[O:10], predict the reactants needed to synthesize it. (5) Given the product [CH:18]1[C:7]2[C:2](=[CH:3][CH:4]=[CH:5][CH:6]=2)[CH:21]=[CH:20][C:19]=1[C:8]1[CH:17]=[CH:16][C:15]([C:35]2([OH:37])[C:34]3[CH:33]=[CH:32][CH:31]=[CH:30][C:29]=3[C:28]([C:2]3[CH:3]=[CH:4][C:5]([C:8]4[CH:9]=[CH:10][C:11]5[C:16](=[CH:15][CH:14]=[CH:13][CH:12]=5)[CH:17]=4)=[CH:6][CH:7]=3)([OH:38])[C:27]3[C:36]2=[CH:23][CH:24]=[CH:25][CH:26]=3)=[CH:10][CH:9]=1, predict the reactants needed to synthesize it. The reactants are: Br[C:2]1[CH:7]=[CH:6][C:5]([C:8]2[CH:17]=[CH:16][C:15]3[C:10](=[CH:11][CH:12]=[CH:13][CH:14]=3)[CH:9]=2)=[CH:4][CH:3]=1.[CH2:18]([Li])[CH2:19][CH2:20][CH3:21].[CH:23]1[C:36]2[C:35](=[O:37])[C:34]3[C:29](=[CH:30][CH:31]=[CH:32][CH:33]=3)[C:28](=[O:38])[C:27]=2[CH:26]=[CH:25][CH:24]=1.[Cl-].[NH4+]. (6) Given the product [N:10]1[CH:11]=[CH:12][C:7]([C:19]2[CH:20]=[CH:21][C:16]([C:22]([O:2][CH3:1])=[O:15])=[CH:17][CH:18]=2)=[N:8][CH:9]=1, predict the reactants needed to synthesize it. The reactants are: [CH3:1][O:2]BO.Cl.Cl[C:7]1[CH:12]=[CH:11][N:10]=[CH:9][N:8]=1.[F-].[K+].[OH2:15].[C:16]1([CH3:22])[CH:21]=[CH:20][CH:19]=[CH:18][CH:17]=1.